This data is from Peptide-MHC class II binding affinity with 134,281 pairs from IEDB. The task is: Regression. Given a peptide amino acid sequence and an MHC pseudo amino acid sequence, predict their binding affinity value. This is MHC class II binding data. (1) The peptide sequence is SNMLILNPTQSDSGI. The MHC is DRB1_1201 with pseudo-sequence DRB1_1201. The binding affinity (normalized) is 0.297. (2) The peptide sequence is SQDLELSWNLSGLQAY. The MHC is DRB1_0802 with pseudo-sequence DRB1_0802. The binding affinity (normalized) is 0.445. (3) The peptide sequence is ILNTWLVKPGAGIMI. The MHC is DRB1_0405 with pseudo-sequence DRB1_0405. The binding affinity (normalized) is 0.233.